Dataset: Full USPTO retrosynthesis dataset with 1.9M reactions from patents (1976-2016). Task: Predict the reactants needed to synthesize the given product. Given the product [NH2:1][C:2]1[CH:7]=[CH:6][C:5]([NH:8][C:9](=[O:19])[O:10][CH3:11])=[CH:4][CH:3]=1, predict the reactants needed to synthesize it. The reactants are: [NH2:1][C:2]1[CH:7]=[CH:6][C:5]([NH:8][C:9](=[O:19])[O:10][CH2:11]C(OC(C)(C)C)=O)=[CH:4][CH:3]=1.C(O)(C(F)(F)F)=O.